This data is from Catalyst prediction with 721,799 reactions and 888 catalyst types from USPTO. The task is: Predict which catalyst facilitates the given reaction. Reactant: C(=O)([O-])[O-].[K+].[K+].CN(C)C=O.[O:12]=[C:13]([C:22]1[N:27]=[C:26]([C:28]([O:30][CH3:31])=[O:29])[CH:25]=[CH:24][CH:23]=1)[C:14]#[C:15][C:16]1[CH:21]=[CH:20][CH:19]=[CH:18][CH:17]=1.CC1C=C(C)C=C(C)C=1S([O-])(=O)=O.[NH2:45][N+:46]1[CH:51]=[CH:50][CH:49]=[C:48]([Br:52])[CH:47]=1. Product: [Br:52][C:48]1[CH:49]=[CH:50][C:51]2[N:46]([N:45]=[C:15]([C:16]3[CH:17]=[CH:18][CH:19]=[CH:20][CH:21]=3)[C:14]=2[C:13]([C:22]2[N:27]=[C:26]([C:28]([O:30][CH3:31])=[O:29])[CH:25]=[CH:24][CH:23]=2)=[O:12])[CH:47]=1. The catalyst class is: 13.